From a dataset of Catalyst prediction with 721,799 reactions and 888 catalyst types from USPTO. Predict which catalyst facilitates the given reaction. (1) Reactant: [CH2:1]([O:3][C:4]([C:6]1[CH:10]=[C:9]([CH2:11][CH3:12])[S:8][CH:7]=1)=[O:5])[CH3:2].[Br:13]N1C(=O)CCC1=O. Product: [CH2:1]([O:3][C:4]([C:6]1[CH:10]=[C:9]([CH2:11][CH3:12])[S:8][C:7]=1[Br:13])=[O:5])[CH3:2]. The catalyst class is: 15. (2) Reactant: [NH2:1][C@@H:2]([CH:6]([CH3:8])[CH3:7])[C:3]([OH:5])=[O:4].[OH:9][CH2:10][CH2:11][N:12]1[C:17](=[O:18])[CH2:16][CH2:15][CH:14]([N:19]2[C:27](=[O:28])[C:26]3[C:21](=[CH:22][CH:23]=[CH:24][CH:25]=3)[C:20]2=[O:29])[C:13]1=[O:30].[CH2:31](I)[CH3:32]. Product: [CH2:10]([N:1]([CH2:31][CH3:32])[C@@H:2]([CH:6]([CH3:8])[CH3:7])[C:3]([OH:5])=[O:4])[CH3:11].[OH:9][CH2:10][CH2:11][N:12]1[C:17](=[O:18])[CH2:16][CH2:15][CH:14]([N:19]2[C:20](=[O:29])[C:21]3[C:26](=[CH:25][CH:24]=[CH:23][CH:22]=3)[C:27]2=[O:28])[C:13]1=[O:30]. The catalyst class is: 10. (3) Reactant: [CH:1]1[N:5]=[CH:4][N:3]([C:6](N2C=NC=C2)=[O:7])[CH:2]=1.[C:13]([O:17][C:18](=[O:23])[NH:19][CH2:20][CH2:21][OH:22])([CH3:16])([CH3:15])[CH3:14]. Product: [N:3]1([C:6]([O:22][CH2:21][CH2:20][NH:19][C:18]([O:17][C:13]([CH3:16])([CH3:14])[CH3:15])=[O:23])=[O:7])[CH:2]=[CH:1][N:5]=[CH:4]1. The catalyst class is: 2. (4) Reactant: [F:1][C:2]([F:33])([F:32])[C:3]1[CH:4]=[C:5]([NH:9][C:10]([N:12]2[C:20]3[C:15](=[CH:16][C:17]([O:21][C:22]4[C:23]5[CH2:31][CH2:30][NH:29][CH2:28][C:24]=5[N:25]=[CH:26][N:27]=4)=[CH:18][CH:19]=3)[CH:14]=[CH:13]2)=[O:11])[CH:6]=[CH:7][CH:8]=1.CN(C(ON1N=NC2C=CC=NC1=2)=[N+](C)C)C.F[P-](F)(F)(F)(F)F.CCN(C(C)C)C(C)C.Cl.[CH2:68]([N:70]([CH2:76][CH3:77])[CH2:71][CH2:72][C:73](O)=[O:74])[CH3:69]. Product: [F:33][C:2]([F:1])([F:32])[C:3]1[CH:4]=[C:5]([NH:9][C:10]([N:12]2[C:20]3[C:15](=[CH:16][C:17]([O:21][C:22]4[C:23]5[CH2:31][CH2:30][N:29]([C:73](=[O:74])[CH2:72][CH2:71][N:70]([CH2:76][CH3:77])[CH2:68][CH3:69])[CH2:28][C:24]=5[N:25]=[CH:26][N:27]=4)=[CH:18][CH:19]=3)[CH:14]=[CH:13]2)=[O:11])[CH:6]=[CH:7][CH:8]=1. The catalyst class is: 3. (5) Reactant: [C:1]([O:5][C:6]([N:8]1[CH2:13][CH2:12][CH:11]([N:14]2[C:18]3=[N:19][CH:20]=[N:21][C:22](Cl)=[C:17]3[CH:16]=[N:15]2)[CH2:10][CH2:9]1)=[O:7])([CH3:4])([CH3:3])[CH3:2].C(=O)([O-])[O-].[K+].[K+].[Cl:30][C:31]1[CH:36]=[C:35]([Cl:37])[CH:34]=[CH:33][C:32]=1[OH:38]. Product: [C:1]([O:5][C:6]([N:8]1[CH2:13][CH2:12][CH:11]([N:14]2[C:18]3=[N:19][CH:20]=[N:21][C:22]([O:38][C:32]4[CH:33]=[CH:34][C:35]([Cl:37])=[CH:36][C:31]=4[Cl:30])=[C:17]3[CH:16]=[N:15]2)[CH2:10][CH2:9]1)=[O:7])([CH3:2])([CH3:4])[CH3:3]. The catalyst class is: 60. (6) Reactant: [Cl:1][C:2]1[CH:18]=[CH:17][C:16]([Cl:19])=[CH:15][C:3]=1[O:4][C:5]1[N:13]=[CH:12][C:11]([F:14])=[CH:10][C:6]=1[C:7](O)=[O:8].S(Cl)([Cl:22])=O. Product: [Cl:1][C:2]1[CH:18]=[CH:17][C:16]([Cl:19])=[CH:15][C:3]=1[O:4][C:5]1[N:13]=[CH:12][C:11]([F:14])=[CH:10][C:6]=1[C:7]([Cl:22])=[O:8]. The catalyst class is: 4.